From a dataset of Catalyst prediction with 721,799 reactions and 888 catalyst types from USPTO. Predict which catalyst facilitates the given reaction. (1) Reactant: [N:1]1[CH:6]=[CH:5][CH:4]=[CH:3][C:2]=1[CH2:7][N:8]1[CH:12]=[C:11]([C:13]2[C:21]3[C:16](=[N:17][CH:18]=[C:19]([C:22]4[CH:27]=[CH:26][C:25]([CH:28]5[CH2:33][CH2:32][N:31](C(OC(C)(C)C)=O)[CH2:30][CH2:29]5)=[CH:24][CH:23]=4)[CH:20]=3)[NH:15][CH:14]=2)[CH:10]=[N:9]1. Product: [NH:31]1[CH2:32][CH2:33][CH:28]([C:25]2[CH:24]=[CH:23][C:22]([C:19]3[CH:20]=[C:21]4[C:13]([C:11]5[CH:10]=[N:9][N:8]([CH2:7][C:2]6[CH:3]=[CH:4][CH:5]=[CH:6][N:1]=6)[CH:12]=5)=[CH:14][NH:15][C:16]4=[N:17][CH:18]=3)=[CH:27][CH:26]=2)[CH2:29][CH2:30]1. The catalyst class is: 137. (2) Reactant: CS[C:3]1[N:8]=[C:7]([NH:9][CH2:10][C:11]2[CH:16]=[CH:15][C:14]([O:17][CH3:18])=[C:13]([Cl:19])[CH:12]=2)[C:6]([CH:20]=[O:21])=[CH:5][N:4]=1.Cl[C:23]1[CH:28]=CC=[C:25]([C:29]([O:31]O)=O)[CH:24]=1.C([N:35](CC)CC)C. Product: [OH:31][CH2:29][C@@H:25]1[CH2:24][CH2:23][CH2:28][N:35]1[C:3]1[N:8]=[C:7]([NH:9][CH2:10][C:11]2[CH:16]=[CH:15][C:14]([O:17][CH3:18])=[C:13]([Cl:19])[CH:12]=2)[C:6]([CH:20]=[O:21])=[CH:5][N:4]=1. The catalyst class is: 789. (3) Reactant: [Cl:1][C:2]1[CH:3]=[C:4]([C:8]#[C:9][C:10]2[N:11]=[C:12]([CH3:15])[NH:13][CH:14]=2)[CH:5]=[CH:6][CH:7]=1.[Cl:16][C:17]1[CH:22]=[C:21](F)[CH:20]=[CH:19][N:18]=1.C(=O)([O-])[O-].[Cs+].[Cs+]. Product: [Cl:16][C:17]1[CH:22]=[C:21]([N:13]2[CH:14]=[C:10]([C:9]#[C:8][C:4]3[CH:5]=[CH:6][CH:7]=[C:2]([Cl:1])[CH:3]=3)[N:11]=[C:12]2[CH3:15])[CH:20]=[CH:19][N:18]=1. The catalyst class is: 3. (4) Reactant: Cl[C:2]1[N:3]=[N:4][C:5]([C:17]2[CH:22]=[CH:21][CH:20]=[CH:19][CH:18]=2)=[C:6]([Cl:16])[C:7]=1[C:8]([C:10]1[CH:15]=[CH:14][CH:13]=[CH:12][CH:11]=1)=O.O.[NH2:24][NH2:25]. Product: [Cl:16][C:6]1[C:5]([C:17]2[CH:22]=[CH:21][CH:20]=[CH:19][CH:18]=2)=[N:4][N:3]=[C:2]2[NH:24][N:25]=[C:8]([C:10]3[CH:15]=[CH:14][CH:13]=[CH:12][CH:11]=3)[C:7]=12. The catalyst class is: 8. (5) The catalyst class is: 17. Reactant: CS(O[CH:6]1[CH2:11][CH2:10][C:9]([C:12]2[CH:17]=[CH:16][N:15]=[CH:14][C:13]=2[N+:18]([O-:20])=[O:19])=[CH:8][CH:7]1[NH:21][C:22]([O:24]C(C)(C)C)=[O:23])(=O)=O. Product: [N+:18]([C:13]1[CH:14]=[N:15][CH:16]=[CH:17][C:12]=1[C:9]1[CH2:10][CH2:11][CH:6]2[O:24][C:22](=[O:23])[NH:21][CH:7]2[CH:8]=1)([O-:20])=[O:19]. (6) The catalyst class is: 21. Reactant: [C:1]([O:4][C:5]1[CH:10]=[CH:9][C:8]([O:11][CH2:12][C:13]2[CH:18]=[CH:17][CH:16]=[CH:15][CH:14]=2)=[C:7]([NH:19][S:20]([CH3:23])(=[O:22])=[O:21])[CH:6]=1)(=[O:3])[CH3:2].C(=O)([O-])[O-].[K+].[K+].[CH2:30](Br)[C:31]1[CH:36]=[CH:35][CH:34]=[CH:33][CH:32]=1. Product: [C:1]([O:4][C:5]1[CH:10]=[CH:9][C:8]([O:11][CH2:12][C:13]2[CH:18]=[CH:17][CH:16]=[CH:15][CH:14]=2)=[C:7]([N:19]([S:20]([CH3:23])(=[O:21])=[O:22])[CH2:30][C:31]2[CH:36]=[CH:35][CH:34]=[CH:33][CH:32]=2)[CH:6]=1)(=[O:3])[CH3:2]. (7) Reactant: [CH3:1][N:2]([CH3:19])[C:3]1[CH:8]=[CH:7][C:6]([N:9]2[CH:14](O)[CH2:13][C:12]([CH3:17])([CH3:16])[CH2:11][C:10]2=[O:18])=[CH:5][CH:4]=1.C1(C)C=CC(S(O)(=O)=O)=CC=1. Product: [CH3:19][N:2]([CH3:1])[C:3]1[CH:4]=[CH:5][C:6]([N:9]2[CH:14]=[CH:13][C:12]([CH3:16])([CH3:17])[CH2:11][C:10]2=[O:18])=[CH:7][CH:8]=1. The catalyst class is: 715.